Dataset: Catalyst prediction with 721,799 reactions and 888 catalyst types from USPTO. Task: Predict which catalyst facilitates the given reaction. (1) The catalyst class is: 95. Product: [CH3:1][O:2][C:3]1[CH:4]=[C:5]([CH2:9][C:10]([CH3:15])([CH3:14])[C:11]([N:28]=[N+:29]=[N-:30])=[O:12])[CH:6]=[CH:7][CH:8]=1. Reactant: [CH3:1][O:2][C:3]1[CH:4]=[C:5]([CH2:9][C:10]([CH3:15])([CH3:14])[C:11](O)=[O:12])[CH:6]=[CH:7][CH:8]=1.C(N(CC)CC)C.ClC(OC)=O.[N-:28]=[N+:29]=[N-:30].[Na+]. (2) Reactant: CS[C:3]1[CH:8]=[CH:7][C:6]([C:9]2[CH:14]=[C:13]([C:15]([F:18])([F:17])[F:16])[CH:12]=[CH:11][C:10]=2[O:19][CH2:20][C:21]([O:23][C:24]([CH3:27])([CH3:26])[CH3:25])=[O:22])=[C:5]([C:28]([F:31])([F:30])[F:29])[CH:4]=1.[C:32](=O)(O)[O-].[Na+].O[O:38][S:39]([O-:41])=O.[K+]. Product: [CH3:32][S:39]([C:3]1[CH:8]=[CH:7][C:6]([C:9]2[CH:14]=[C:13]([C:15]([F:17])([F:18])[F:16])[CH:12]=[CH:11][C:10]=2[O:19][CH2:20][C:21]([O:23][C:24]([CH3:25])([CH3:26])[CH3:27])=[O:22])=[C:5]([C:28]([F:29])([F:30])[F:31])[CH:4]=1)(=[O:41])=[O:38]. The catalyst class is: 95. (3) Reactant: [C:1]([N:4]1[CH2:11][CH2:10][CH2:9][CH:5]1[C:6]([OH:8])=O)(=[O:3])[CH3:2].[CH2:12]([NH2:18])[CH2:13][CH2:14][CH2:15][CH2:16][CH3:17].C(N(CC)C(C)C)(C)C.[CH2:28]1[CH2:32]N([P+](ON2N=NC3C=CC=CC2=3)(N2[CH2:30][CH2:29][CH2:28][CH2:32]2)N2[CH2:30][CH2:29][CH2:28][CH2:32]2)[CH2:30][CH2:29]1.F[P-](F)(F)(F)(F)F. Product: [CH2:12]([NH:18][C:6](=[O:8])[CH:5]1[CH2:9][CH2:10][CH2:11][N:4]1[C:1](=[O:3])[CH3:2])[CH2:13][CH2:14][CH2:15][CH2:16][CH2:17][CH2:32][CH2:28][CH2:29][CH3:30]. The catalyst class is: 2. (4) Reactant: [CH3:1][C:2](=[C:4]1[C:15](=[O:16])[C:7]2=[C:8]3[CH2:14][CH2:13][O:12][C:9]3=[N:10][CH:11]=[C:6]2[CH2:5]1)[CH3:3]. Product: [CH:2]([CH:4]1[C:15](=[O:16])[C:7]2=[C:8]3[CH2:14][CH2:13][O:12][C:9]3=[N:10][CH:11]=[C:6]2[CH2:5]1)([CH3:3])[CH3:1]. The catalyst class is: 129. (5) Reactant: [Cl:1][C:2]1[C:11]2[C:6](=[CH:7][C:8]([O:12][CH2:13][CH2:14][CH2:15][Cl:16])=[CH:9][CH:10]=2)[N:5]=[CH:4][N:3]=1.[NH2:17][C:18]1[CH:22]=[C:21]([CH2:23][C:24]([OH:26])=[O:25])[NH:20][N:19]=1. Product: [ClH:1].[Cl:16][CH2:15][CH2:14][CH2:13][O:12][C:8]1[CH:7]=[C:6]2[C:11]([C:2]([NH:17][C:18]3[CH:22]=[C:21]([CH2:23][C:24]([OH:26])=[O:25])[NH:20][N:19]=3)=[N:3][CH:4]=[N:5]2)=[CH:10][CH:9]=1. The catalyst class is: 60. (6) Reactant: Br[CH2:2][CH2:3][CH2:4]Br.[Cl:6][C:7]1[N:12]=[C:11]([N:13]2[CH2:18][CH2:17][O:16][CH2:15][C@H:14]2[CH3:19])[CH:10]=[C:9]([CH2:20][S:21]([CH3:24])(=[O:23])=[O:22])[N:8]=1.[OH-].[Na+]. Product: [Cl:6][C:7]1[N:12]=[C:11]([N:13]2[CH2:18][CH2:17][O:16][CH2:15][C@H:14]2[CH3:19])[CH:10]=[C:9]([C:20]2([S:21]([CH3:24])(=[O:23])=[O:22])[CH2:4][CH2:3][CH2:2]2)[N:8]=1. The catalyst class is: 596. (7) Reactant: Br.Br[CH2:3][C:4]([C:6]1[C:7]([CH3:14])=[N:8][C:9]([CH3:13])=[CH:10][C:11]=1[CH3:12])=O.[NH2:15][C:16]([NH2:18])=[S:17]. Product: [CH3:14][C:7]1[C:6]([C:4]2[N:15]=[C:16]([NH2:18])[S:17][CH:3]=2)=[C:11]([CH3:12])[CH:10]=[C:9]([CH3:13])[N:8]=1. The catalyst class is: 14. (8) Reactant: C(OC(=O)[NH:7][C:8]1[CH:13]=[C:12]([O:14][CH2:15][CH3:16])[C:11]([C:17]([F:20])([F:19])[F:18])=[CH:10][C:9]=1[NH:21][C:22](=[O:38])[CH2:23][C:24]([C:26]1[CH:31]=[CH:30][N:29]=[C:28]([C:32]2[CH:33]=[N:34][CH:35]=[CH:36][CH:37]=2)[CH:27]=1)=O)(C)(C)C.C(O)(C(F)(F)F)=O. Product: [N:29]1[CH:30]=[CH:31][C:26]([C:24]2[CH2:23][C:22](=[O:38])[NH:21][C:9]3[CH:10]=[C:11]([C:17]([F:20])([F:19])[F:18])[C:12]([O:14][CH2:15][CH3:16])=[CH:13][C:8]=3[N:7]=2)=[CH:27][C:28]=1[C:32]1[CH:33]=[N:34][CH:35]=[CH:36][CH:37]=1. The catalyst class is: 2. (9) Reactant: I[C:2]1[CH:3]=[CH:4][C:5]2[N:6]([CH:8]=[C:9]([NH:11][C:12]([CH:14]3[CH2:16][CH2:15]3)=[O:13])[N:10]=2)[N:7]=1.[CH3:17][C:18]1[S:19][C:20]2[CH:26]=[C:25]([OH:27])[CH:24]=[CH:23][C:21]=2[N:22]=1.C(=O)([O-])[O-].[K+].[K+]. Product: [CH3:17][C:18]1[S:19][C:20]2[CH:26]=[C:25]([O:27][C:2]3[CH:3]=[CH:4][C:5]4[N:6]([CH:8]=[C:9]([NH:11][C:12]([CH:14]5[CH2:16][CH2:15]5)=[O:13])[N:10]=4)[N:7]=3)[CH:24]=[CH:23][C:21]=2[N:22]=1. The catalyst class is: 9. (10) Reactant: Br[C:2]1[C:7](=[O:8])[N:6]([CH2:9][C:10]2[CH:15]=[CH:14][C:13]([C:16]3[C:17]([C:22]#[N:23])=[CH:18][CH:19]=[CH:20][CH:21]=3)=[CH:12][CH:11]=2)[C:5]([CH2:24][CH2:25][CH3:26])=[N:4][C:3]=1[CH3:27].[CH:28]([O:31][C:32]1[CH:37]=[CH:36][C:35](B(O)O)=[CH:34][CH:33]=1)([CH3:30])[CH3:29].C(=O)([O-])[O-].[Cs+].[Cs+]. Product: [CH:28]([O:31][C:32]1[CH:37]=[CH:36][C:35]([C:2]2[C:7](=[O:8])[N:6]([CH2:9][C:10]3[CH:15]=[CH:14][C:13]([C:16]4[C:17]([C:22]#[N:23])=[CH:18][CH:19]=[CH:20][CH:21]=4)=[CH:12][CH:11]=3)[C:5]([CH2:24][CH2:25][CH3:26])=[N:4][C:3]=2[CH3:27])=[CH:34][CH:33]=1)([CH3:30])[CH3:29]. The catalyst class is: 439.